This data is from Forward reaction prediction with 1.9M reactions from USPTO patents (1976-2016). The task is: Predict the product of the given reaction. (1) Given the reactants [CH2:1]([CH:3]1[CH2:7][O:6][C:5](=[O:8])[N:4]1[CH2:9][C:10]1[CH:15]=[CH:14][CH:13]=[CH:12][C:11]=1[N+:16]([O-])=O)[CH3:2].[Cl-].[NH4+], predict the reaction product. The product is: [CH2:1]([CH:3]1[CH2:7][O:6][C:5](=[O:8])[N:4]1[CH2:9][C:10]1[CH:15]=[CH:14][CH:13]=[CH:12][C:11]=1[NH2:16])[CH3:2]. (2) Given the reactants Cl[C:2]1[N:7]=[C:6]([O:8][C:9]2[CH:35]=[CH:34][CH:33]=[CH:32][C:10]=2[CH2:11][NH:12][C:13]([NH:15][C:16]2[N:20]([C:21]3[CH:26]=[CH:25][C:24]([CH3:27])=[CH:23][CH:22]=3)[N:19]=[C:18]([C:28]([CH3:31])([CH3:30])[CH3:29])[CH:17]=2)=[O:14])[CH:5]=[CH:4][N:3]=1.[C:36](=[O:39])([O-])[O-].[Na+].[Na+], predict the reaction product. The product is: [O:39]=[C:36]1[CH2:23][CH2:22][CH2:21][N:20]1[CH2:16][CH2:17][CH2:18][NH:19][C:2]1[N:7]=[C:6]([O:8][C:9]2[CH:35]=[CH:34][CH:33]=[CH:32][C:10]=2[CH2:11][NH:12][C:13]([NH:15][C:16]2[N:20]([C:21]3[CH:26]=[CH:25][C:24]([CH3:27])=[CH:23][CH:22]=3)[N:19]=[C:18]([C:28]([CH3:30])([CH3:31])[CH3:29])[CH:17]=2)=[O:14])[CH:5]=[CH:4][N:3]=1. (3) Given the reactants [NH2:1][C:2]1[CH:24]=[C:23]([F:25])[C:22]([F:26])=[CH:21][C:3]=1[C:4]([NH:6][C:7]1[CH:20]=[CH:19][C:10]2[O:11][C:12]([F:18])([F:17])[C:13]([F:16])([F:15])[O:14][C:9]=2[CH:8]=1)=[O:5].CS(O[CH2:32][C:33]1[CH:38]=[CH:37][N:36]=[C:35]([C:39]([NH:41][CH2:42][CH3:43])=[O:40])[CH:34]=1)(=O)=O, predict the reaction product. The product is: [F:26][C:22]1[C:23]([F:25])=[CH:24][C:2]([NH:1][CH2:32][C:33]2[CH:38]=[CH:37][N:36]=[C:35]([C:39]([NH:41][CH2:42][CH3:43])=[O:40])[CH:34]=2)=[C:3]([C:4]([NH:6][C:7]2[CH:20]=[CH:19][C:10]3[O:11][C:12]([F:17])([F:18])[C:13]([F:15])([F:16])[O:14][C:9]=3[CH:8]=2)=[O:5])[CH:21]=1. (4) Given the reactants [CH2:1]([C@H:8]([NH:22][C:23]([C:25]1[CH:26]=[C:27]([CH:31]=[CH:32][C:33]=1[CH3:34])[C:28]([O-:30])=[O:29])=[O:24])[C@H:9]([OH:21])[CH2:10][NH:11][CH2:12][C:13]1[CH:18]=[CH:17][CH:16]=[C:15]([O:19][CH3:20])[CH:14]=1)[C:2]1[CH:7]=[CH:6][CH:5]=[CH:4][CH:3]=1.[OH-].[Li+], predict the reaction product. The product is: [CH2:1]([C@H:8]([NH:22][C:23]([C:25]1[CH:26]=[C:27]([CH:31]=[CH:32][C:33]=1[CH3:34])[C:28]([OH:30])=[O:29])=[O:24])[C@H:9]([OH:21])[CH2:10][NH:11][CH2:12][C:13]1[CH:18]=[CH:17][CH:16]=[C:15]([O:19][CH3:20])[CH:14]=1)[C:2]1[CH:7]=[CH:6][CH:5]=[CH:4][CH:3]=1.